This data is from Forward reaction prediction with 1.9M reactions from USPTO patents (1976-2016). The task is: Predict the product of the given reaction. The product is: [CH3:36][O:35][C:33]([C:28]1([NH:27][C:26]([CH:9]2[CH2:10][CH:11]([O:13][C:14]3[C:23]4[C:18](=[CH:19][C:20]([O:24][CH3:25])=[CH:21][CH:22]=4)[CH:17]=[CH:16][N:15]=3)[CH2:12][N:8]2[C:55](=[O:56])[CH:54]([NH:53][C:51]([O:50][C:46]([CH3:48])([CH3:47])[CH3:49])=[O:52])[CH:58]2[CH2:63][CH2:62][CH2:61][CH2:60][CH2:59]2)=[O:37])[CH2:30][CH:29]1[CH:31]=[CH2:32])=[O:34]. Given the reactants C(OC([N:8]1[CH2:12][CH:11]([O:13][C:14]2[C:23]3[C:18](=[CH:19][C:20]([O:24][CH3:25])=[CH:21][CH:22]=3)[CH:17]=[CH:16][N:15]=2)[CH2:10][CH:9]1[C:26](=[O:37])[NH:27][C:28]1([C:33]([O:35][CH3:36])=[O:34])[CH2:30][CH:29]1[CH:31]=[CH2:32])=O)(C)(C)C.Cl.Cl.O1CCOCC1.[C:46]([O:50][C:51]([NH:53][CH:54]([CH:58]1[CH2:63][CH2:62][CH2:61][CH2:60][CH2:59]1)[C:55](O)=[O:56])=[O:52])([CH3:49])([CH3:48])[CH3:47].CN(C(ON1N=NC2C=CC=NC1=2)=[N+](C)C)C.F[P-](F)(F)(F)(F)F.CCN(C(C)C)C(C)C, predict the reaction product.